Dataset: Forward reaction prediction with 1.9M reactions from USPTO patents (1976-2016). Task: Predict the product of the given reaction. Given the reactants C([Li])CCC.C(NC(C)C)(C)C.[F:13][C:14]1[CH:19]=[CH:18][CH:17]=[C:16]([F:20])[C:15]=1[C:21]1[N:22]=[N:23][C:24]([CH3:27])=[CH:25][N:26]=1.[Cl:28][C:29]1[CH:36]=[CH:35][C:32]([CH:33]=[O:34])=[CH:31][CH:30]=1, predict the reaction product. The product is: [Cl:28][C:29]1[CH:36]=[CH:35][C:32]([CH:33]([OH:34])[CH2:27][C:24]2[N:23]=[N:22][C:21]([C:15]3[C:14]([F:13])=[CH:19][CH:18]=[CH:17][C:16]=3[F:20])=[N:26][CH:25]=2)=[CH:31][CH:30]=1.